From a dataset of Retrosynthesis with 50K atom-mapped reactions and 10 reaction types from USPTO. Predict the reactants needed to synthesize the given product. (1) Given the product CC(C)N1CCN(C(=O)c2cccnc2Cl)CC1, predict the reactants needed to synthesize it. The reactants are: CC(C)N1CCNCC1.O=C(O)c1cccnc1Cl. (2) The reactants are: Cc1nc2c(c(N3CCCCC3)n1)CCN(Cc1ccccc1)C2. Given the product Cc1nc2c(c(N3CCCCC3)n1)CCNC2, predict the reactants needed to synthesize it. (3) Given the product Cc1c(Cl)c(N)cc2c1NC(=O)C2(c1ccc(O)cc1)c1ccc(O)cc1, predict the reactants needed to synthesize it. The reactants are: Cc1c(Cl)c([N+](=O)[O-])cc2c1NC(=O)C2(c1ccc(O)cc1)c1ccc(O)cc1. (4) Given the product Cc1noc2nc(C(N)C(C)C)n(Cc3cccc(F)c3)c(=O)c12, predict the reactants needed to synthesize it. The reactants are: Cc1noc2nc(C(N=[N+]=[N-])C(C)C)n(Cc3cccc(F)c3)c(=O)c12. (5) Given the product O=C1Nc2cc(Cl)c(F)cc2/C1=C/c1cccc(Cl)c1, predict the reactants needed to synthesize it. The reactants are: O=C1Cc2cc(F)c(Cl)cc2N1.O=Cc1cccc(Cl)c1. (6) Given the product CSc1nnc2ccc(N3CCCN(Cc4ccccc4)CC3)nn12, predict the reactants needed to synthesize it. The reactants are: CSc1nnc2ccc(Cl)nn12.c1ccc(CN2CCCNCC2)cc1. (7) Given the product ON=Cc1ccc(-c2ccc(O)cc2)cc1F, predict the reactants needed to synthesize it. The reactants are: NO.O=Cc1ccc(-c2ccc(O)cc2)cc1F.